Dataset: Reaction yield outcomes from USPTO patents with 853,638 reactions. Task: Predict the reaction yield, written as a fraction of the theoretical maximum amount of product (1.0 means a 100% yield; for example, 0.34 means a 34% yield). (1) The reactants are [F-].C([N+](CCCC)(CCCC)CCCC)CCC.C([SiH2][O:24][C:25](C)(C)[C:26]1([OH:37])[CH:33]2[CH:29]([O:30][C:31]([CH3:35])([CH3:34])[O:32]2)[C:28]([Cl:36])=[CH:27]1)(C)(C)C.CCCCCC. The catalyst is O1CCCC1.C(OCC)(=O)C. The product is [Cl:36][C:28]1[CH:29]2[O:30][C:31]([CH3:35])([CH3:34])[O:32][CH:33]2[C:26]([CH2:25][OH:24])([OH:37])[CH:27]=1. The yield is 0.990. (2) The reactants are Cl[C:2]1[CH:11]=[CH:10][N:9]=[C:8]2[C:3]=1[CH:4]=[CH:5][C:6]([C:12]([F:15])([F:14])[F:13])=[N:7]2.[F:16][C:17]1[C:22]([C:23]2[CH:28]=[CH:27][N:26]=[CH:25][CH:24]=2)=[CH:21][CH:20]=[CH:19][C:18]=1B(O)O. No catalyst specified. The product is [F:16][C:17]1[C:22]([C:23]2[CH:24]=[CH:25][N:26]=[CH:27][CH:28]=2)=[CH:21][CH:20]=[CH:19][C:18]=1[C:2]1[CH:11]=[CH:10][N:9]=[C:8]2[C:3]=1[CH:4]=[CH:5][C:6]([C:12]([F:15])([F:14])[F:13])=[N:7]2. The yield is 0.470.